Dataset: Catalyst prediction with 721,799 reactions and 888 catalyst types from USPTO. Task: Predict which catalyst facilitates the given reaction. (1) Reactant: C(OC([N:8]1[C:13]2[CH:14]=[C:15]([Cl:18])[CH:16]=[CH:17][C:12]=2[O:11][CH:10]([C:19]([N:21]2[CH2:26][CH2:25][N:24]([CH2:27][C:28]3[CH:33]=[CH:32][C:31]([F:34])=[CH:30][CH:29]=3)[CH2:23][C@H:22]2[CH3:35])=[O:20])[CH2:9]1)=O)(C)(C)C.FC(F)(F)C(O)=O. Product: [Cl:18][C:15]1[CH:16]=[CH:17][C:12]2[O:11][CH:10]([C:19]([N:21]3[CH2:26][CH2:25][N:24]([CH2:27][C:28]4[CH:33]=[CH:32][C:31]([F:34])=[CH:30][CH:29]=4)[CH2:23][C@H:22]3[CH3:35])=[O:20])[CH2:9][NH:8][C:13]=2[CH:14]=1. The catalyst class is: 2. (2) Reactant: [C:1]([O:5][C:6]([N:8]1[CH2:13][CH:12]=[C:11]([C:14]2[CH:23]=[C:22]([F:24])[CH:21]=[C:20]3[C:15]=2[CH:16]=[CH:17][C:18]([CH3:25])=[N:19]3)[CH2:10][CH2:9]1)=[O:7])([CH3:4])([CH3:3])[CH3:2]. Product: [C:1]([O:5][C:6]([N:8]1[CH2:9][CH2:10][CH:11]([C:14]2[CH:23]=[C:22]([F:24])[CH:21]=[C:20]3[C:15]=2[CH:16]=[CH:17][C:18]([CH3:25])=[N:19]3)[CH2:12][CH2:13]1)=[O:7])([CH3:4])([CH3:3])[CH3:2]. The catalyst class is: 29. (3) The catalyst class is: 26. Reactant: [Cl:1][C:2]1[CH:28]=[CH:27][C:5]2[N:6]3[C:10]([CH2:11][NH:12][CH2:13][C:4]=2[CH:3]=1)=[N:9][N:8]=[C:7]3[CH:14]1[CH2:19][CH2:18][C:17]([C:20]2[CH:25]=[C:24]([F:26])[CH:23]=[CH:22][N:21]=2)=[CH:16][CH2:15]1.[C:29](O)(=O)C.C=O.C(O[BH-](OC(=O)C)OC(=O)C)(=O)C.[Na+]. Product: [Cl:1][C:2]1[CH:28]=[CH:27][C:5]2[N:6]3[C:10]([CH2:11][N:12]([CH3:29])[CH2:13][C:4]=2[CH:3]=1)=[N:9][N:8]=[C:7]3[CH:14]1[CH2:19][CH2:18][C:17]([C:20]2[CH:25]=[C:24]([F:26])[CH:23]=[CH:22][N:21]=2)=[CH:16][CH2:15]1. (4) Reactant: [CH2:1]1[C:3]2([CH2:8][CH2:7][N:6]([C:9]([O:11][C:12]([CH3:15])([CH3:14])[CH3:13])=[O:10])[CH:5]([C:16]([O:18][CH3:19])=[O:17])[CH2:4]2)[CH2:2]1.[Li+].[CH3:21]C([N-]C(C)C)C.C1COCC1.CCCCCCC.IC.[NH4+].[Cl-]. Product: [CH3:21][C:5]1([C:16]([O:18][CH3:19])=[O:17])[N:6]([C:9]([O:11][C:12]([CH3:13])([CH3:14])[CH3:15])=[O:10])[CH2:7][CH2:8][C:3]2([CH2:2][CH2:1]2)[CH2:4]1. The catalyst class is: 1. (5) Reactant: [H-].[H-].[H-].[H-].[Li+].[Al+3].[F:7][C:8]1[CH:43]=[CH:42][C:11]([CH2:12][C:13]2[CH:22]=[CH:21][C:20]3[C:15](=[CH:16][CH:17]=[C:18]([O:23][CH3:24])[CH:19]=3)[C:14]=2[C:25]([C:27]2[CH:32]=[CH:31][C:30]([O:33][CH2:34][CH2:35][N:36]3[CH2:41][CH2:40][CH2:39][CH2:38][CH2:37]3)=[CH:29][CH:28]=2)=[O:26])=[CH:10][CH:9]=1. The catalyst class is: 1. Product: [F:7][C:8]1[CH:9]=[CH:10][C:11]([CH2:12][C:13]2[CH:22]=[CH:21][C:20]3[C:15](=[CH:16][CH:17]=[C:18]([O:23][CH3:24])[CH:19]=3)[C:14]=2[CH:25]([C:27]2[CH:32]=[CH:31][C:30]([O:33][CH2:34][CH2:35][N:36]3[CH2:41][CH2:40][CH2:39][CH2:38][CH2:37]3)=[CH:29][CH:28]=2)[OH:26])=[CH:42][CH:43]=1. (6) Reactant: [Br:1][C:2]1[CH:11]=[C:10]2[C:5]([CH:6]=[CH:7][N:8]=[C:9]2[OH:12])=[CH:4][CH:3]=1.[C:13]([C:15]1[CH:16]=[C:17]([CH:20]=[CH:21][CH:22]=1)[CH2:18]Br)#[N:14].C(=O)([O-])[O-].[Cs+].[Cs+]. Product: [Br:1][C:2]1[CH:11]=[C:10]2[C:5]([CH:6]=[CH:7][N:8]([CH2:18][C:17]3[CH:16]=[C:15]([CH:22]=[CH:21][CH:20]=3)[C:13]#[N:14])[C:9]2=[O:12])=[CH:4][CH:3]=1. The catalyst class is: 9.